This data is from Full USPTO retrosynthesis dataset with 1.9M reactions from patents (1976-2016). The task is: Predict the reactants needed to synthesize the given product. (1) The reactants are: C(O[C:4]([C:6]1[C:7]2[S:15][CH:14]=[C:13]([CH2:16][O:17][C:18]3[CH:23]=[CH:22][CH:21]=[C:20]([S:24][CH2:25][C:26]4[CH:31]=[CH:30][CH:29]=[CH:28][CH:27]=4)[CH:19]=3)[C:8]=2[C:9]([NH2:12])=[N:10][CH:11]=1)=[O:5])C.[CH2:32]([CH2:34][NH2:35])[OH:33]. Given the product [OH:33][CH2:32][CH2:34][NH:35][C:4]([C:6]1[C:7]2[S:15][CH:14]=[C:13]([CH2:16][O:17][C:18]3[CH:23]=[CH:22][CH:21]=[C:20]([S:24][CH2:25][C:26]4[CH:31]=[CH:30][CH:29]=[CH:28][CH:27]=4)[CH:19]=3)[C:8]=2[C:9]([NH2:12])=[N:10][CH:11]=1)=[O:5], predict the reactants needed to synthesize it. (2) Given the product [CH3:18][O:19][C:20]1[CH:28]=[CH:27][CH:26]=[CH:25][C:21]=1[C:22]([NH:6][C:5]1[CH:7]=[CH:8][CH:9]=[C:3]([C:2]([F:10])([F:11])[F:1])[CH:4]=1)=[O:23], predict the reactants needed to synthesize it. The reactants are: [F:1][C:2]([F:11])([F:10])[C:3]1[CH:4]=[C:5]([CH:7]=[CH:8][CH:9]=1)[NH2:6].N1C=CC=CC=1.[CH3:18][O:19][C:20]1[CH:28]=[CH:27][CH:26]=[CH:25][C:21]=1[C:22](Cl)=[O:23].